This data is from Catalyst prediction with 721,799 reactions and 888 catalyst types from USPTO. The task is: Predict which catalyst facilitates the given reaction. (1) Reactant: CC(O)=O.[NH2:5][C:6]1[CH:7]=[C:8]2[C:13](=[CH:14][CH:15]=1)[N:12]=[C:11]([CH3:16])[C:10]([C:17]([O:19][C:20]([CH3:23])([CH3:22])[CH3:21])=[O:18])=[C:9]2[C:24]1[CH:29]=[CH:28][CH:27]=[CH:26][CH:25]=1.[CH2:30]1[C:38]2[C:33](=[CH:34][CH:35]=[CH:36][CH:37]=2)[CH2:32][C:31]1=O.[BH-](OC(C)=O)(OC(C)=O)OC(C)=O.[Na+]. Product: [CH2:30]1[C:38]2[C:33](=[CH:34][CH:35]=[CH:36][CH:37]=2)[CH2:32][CH:31]1[NH:5][C:6]1[CH:7]=[C:8]2[C:13](=[CH:14][CH:15]=1)[N:12]=[C:11]([CH3:16])[C:10]([C:17]([O:19][C:20]([CH3:23])([CH3:21])[CH3:22])=[O:18])=[C:9]2[C:24]1[CH:29]=[CH:28][CH:27]=[CH:26][CH:25]=1. The catalyst class is: 26. (2) Reactant: [C:1]([OH:11])(=O)/[CH:2]=[CH:3]/[C:4]1[CH:9]=[CH:8][CH:7]=[CH:6][CH:5]=1.[CH:12]([N:14]1[CH2:19][CH2:18][NH:17][CH2:16][CH2:15]1)=[O:13]. Product: [C:1]([N:17]1[CH2:18][CH2:19][N:14]([CH:12]=[O:13])[CH2:15][CH2:16]1)(=[O:11])[CH:2]=[CH:3][C:4]1[CH:5]=[CH:6][CH:7]=[CH:8][CH:9]=1. The catalyst class is: 9. (3) Reactant: [F:1][C@H:2]1[CH2:19][C@@:17]2([CH3:18])[C@@H:13]([CH2:14][CH:15]=[C:16]2[C:20]2[CH:21]=[N:22][CH:23]=[C:24]([F:26])[CH:25]=2)[C@H:12]2[C@H:3]1[C:4]1[CH:5]=[CH:6][C:7]([C:27]([O:29]C)=[O:28])=[CH:8][C:9]=1[CH2:10][CH2:11]2.CO.O.[OH-].[Li+].C(O)(=O)CC(CC(O)=O)(C(O)=O)O. Product: [F:1][C@H:2]1[CH2:19][C@@:17]2([CH3:18])[C@@H:13]([CH2:14][CH:15]=[C:16]2[C:20]2[CH:21]=[N:22][CH:23]=[C:24]([F:26])[CH:25]=2)[C@H:12]2[C@H:3]1[C:4]1[CH:5]=[CH:6][C:7]([C:27]([OH:29])=[O:28])=[CH:8][C:9]=1[CH2:10][CH2:11]2. The catalyst class is: 20. (4) Reactant: [CH2:1]([N:8]1[CH2:13][CH2:12][CH:11]([O:14][C:15]2[N:20]=[C:19]([NH2:21])[CH:18]=[CH:17][CH:16]=2)[CH2:10][C:9]1([CH3:23])[CH3:22])[C:2]1[CH:7]=[CH:6][CH:5]=[CH:4][CH:3]=1.[Cl:24][C:25]1[CH:33]=[C:32]([F:34])[CH:31]=[CH:30][C:26]=1[C:27](Cl)=[O:28]. Product: [CH2:1]([N:8]1[CH2:13][CH2:12][CH:11]([O:14][C:15]2[N:20]=[C:19]([NH:21][C:27](=[O:28])[C:26]3[CH:30]=[CH:31][C:32]([F:34])=[CH:33][C:25]=3[Cl:24])[CH:18]=[CH:17][CH:16]=2)[CH2:10][C:9]1([CH3:23])[CH3:22])[C:2]1[CH:7]=[CH:6][CH:5]=[CH:4][CH:3]=1. The catalyst class is: 12. (5) Reactant: [C:1]([O:4][C:5]1[CH:13]=[CH:12][CH:11]=[C:10]2[C:6]=1[CH2:7][C:8](=[O:14])[NH:9]2)(=[O:3])[CH3:2].C(=O)([O-])[O-].[Na+].[Na+].[C:21](OC(=O)C)(=[O:23])[CH3:22]. Product: [C:21]([N:9]1[C:10]2[C:6](=[C:5]([O:4][C:1](=[O:3])[CH3:2])[CH:13]=[CH:12][CH:11]=2)[CH2:7][C:8]1=[O:14])(=[O:23])[CH3:22]. The catalyst class is: 7. (6) Reactant: [NH2:1][C:2]1[C:10]2[N:9]([CH3:11])[C:8]3[CH2:12][CH2:13][N:14]([C:16]([O:18][CH2:19][CH3:20])=[O:17])[CH2:15][C:7]=3[C:6]=2[CH:5]=[CH:4][CH:3]=1.B(O)(O)[C:22]1[CH:23]=[CH:24][C:25]([CH3:28])=[CH:26][CH:27]=1.C(N(CC)CC)C. Product: [CH3:11][N:9]1[C:10]2[C:2]([NH:1][C:22]3[CH:27]=[CH:26][C:25]([CH3:28])=[CH:24][CH:23]=3)=[CH:3][CH:4]=[CH:5][C:6]=2[C:7]2[CH2:15][N:14]([C:16]([O:18][CH2:19][CH3:20])=[O:17])[CH2:13][CH2:12][C:8]1=2. The catalyst class is: 302.